Predict the reactants needed to synthesize the given product. From a dataset of Full USPTO retrosynthesis dataset with 1.9M reactions from patents (1976-2016). (1) Given the product [F:1][C:2]1[CH:3]=[C:4]([CH:6]=[C:7]([F:9])[C:8]=1[C:24]1([OH:27])[CH2:25][CH2:26][N:21]([CH3:20])[CH2:22][CH2:23]1)[NH2:5], predict the reactants needed to synthesize it. The reactants are: [F:1][C:2]1[CH:3]=[C:4]([CH:6]=[C:7]([F:9])[CH:8]=1)[NH2:5].[Li]CCCC.Cl[Si](C)(C)C.[CH3:20][N:21]1[CH2:26][CH2:25][C:24](=[O:27])[CH2:23][CH2:22]1.Cl. (2) The reactants are: [CH3:1][O:2][C:3]1[CH:4]=[C:5]2[C:9](=[CH:10][CH:11]=1)[NH:8][C:7]([C:12]([NH2:14])=O)=[CH:6]2.O=P(Cl)(Cl)Cl. Given the product [CH3:1][O:2][C:3]1[CH:4]=[C:5]2[C:9](=[CH:10][CH:11]=1)[NH:8][C:7]([C:12]#[N:14])=[CH:6]2, predict the reactants needed to synthesize it.